Predict which catalyst facilitates the given reaction. From a dataset of Catalyst prediction with 721,799 reactions and 888 catalyst types from USPTO. (1) Reactant: [F:1][C:2]([F:14])([F:13])[CH:3]([C:5]1[S:9][C:8]([C:10]([O-:12])=O)=[N:7][CH:6]=1)[O-:4].[Li+].[Li+].[Cl-].[CH3:18][NH2+:19][CH2:20][C:21]1[CH:22]=[C:23]2[C:28](=[CH:29][CH:30]=1)[N:27]=[CH:26][CH:25]=[N:24]2.CCN(C(C)C)C(C)C.CN(C(ON1N=NC2C=CC=CC1=2)=[N+](C)C)C.F[P-](F)(F)(F)(F)F. Product: [CH3:18][N:19]([CH2:20][C:21]1[CH:22]=[C:23]2[C:28](=[CH:29][CH:30]=1)[N:27]=[CH:26][CH:25]=[N:24]2)[C:10]([C:8]1[S:9][C:5]([CH:3]([OH:4])[C:2]([F:1])([F:14])[F:13])=[CH:6][N:7]=1)=[O:12]. The catalyst class is: 3. (2) Reactant: [C:1]([O:5][C:6]([N:8]([CH3:22])[CH:9]1[CH:13]([OH:14])[CH2:12][N:11]([C:15]([O:17][C:18]([CH3:21])([CH3:20])[CH3:19])=[O:16])[CH2:10]1)=[O:7])([CH3:4])([CH3:3])[CH3:2].[CH3:23][Si]([N-][Si](C)(C)C)(C)C.[K+].S(OC)(OC)(=O)=O. Product: [C:1]([O:5][C:6]([N:8]([CH3:22])[CH:9]1[CH:13]([O:14][CH3:23])[CH2:12][N:11]([C:15]([O:17][C:18]([CH3:21])([CH3:20])[CH3:19])=[O:16])[CH2:10]1)=[O:7])([CH3:4])([CH3:3])[CH3:2]. The catalyst class is: 1. (3) Reactant: [OH-].[Na+].C([O:11][CH:12]1[CH2:16][CH:15]([C:17]2[N:21]3[C:22]4[CH:28]=[CH:27][N:26]([CH2:29][O:30][CH2:31][CH2:32][Si:33]([CH3:36])([CH3:35])[CH3:34])[C:23]=4[N:24]=[CH:25][C:20]3=[N:19][N:18]=2)[CH:14]([CH2:37][CH3:38])[CH2:13]1)(=O)C1C=CC=CC=1. Product: [CH2:37]([CH:14]1[CH:15]([C:17]2[N:21]3[C:22]4[CH:28]=[CH:27][N:26]([CH2:29][O:30][CH2:31][CH2:32][Si:33]([CH3:34])([CH3:36])[CH3:35])[C:23]=4[N:24]=[CH:25][C:20]3=[N:19][N:18]=2)[CH2:16][CH:12]([OH:11])[CH2:13]1)[CH3:38]. The catalyst class is: 5. (4) Product: [CH3:1][N:2]1[CH2:15][CH2:14][C:5]2[N:6]([CH2:22][CH:21]([C:20]3[CH:24]=[CH:25][C:17]([CH3:16])=[CH:18][CH:19]=3)[OH:23])[C:7]3[CH:8]=[CH:9][C:10]([CH3:13])=[CH:11][C:12]=3[C:4]=2[CH2:3]1. Reactant: [CH3:1][N:2]1[CH2:15][CH2:14][C:5]2[NH:6][C:7]3[CH:8]=[CH:9][C:10]([CH3:13])=[CH:11][C:12]=3[C:4]=2[CH2:3]1.[CH3:16][C:17]1[CH:25]=[CH:24][C:20]([CH:21]2[O:23][CH2:22]2)=[CH:19][CH:18]=1.[H-].[Na+]. The catalyst class is: 3. (5) Reactant: I[C:2]1[N:9]2[C:5]([S:6][C:7]([C:10]3[CH:11]=[N:12][CH:13]=[C:14]([O:16][CH3:17])[CH:15]=3)=[N:8]2)=[N:4][CH:3]=1.CC1(C)C(C)(C)OB([C:26]2[CH:27]=[C:28]([C:33]([F:36])([F:35])[F:34])[C:29]([NH2:32])=[N:30][CH:31]=2)O1.C([O-])([O-])=O.[K+].[K+]. Product: [CH3:17][O:16][C:14]1[CH:15]=[C:10]([C:7]2[S:6][C:5]3=[N:4][CH:3]=[C:2]([C:26]4[CH:27]=[C:28]([C:33]([F:36])([F:35])[F:34])[C:29]([NH2:32])=[N:30][CH:31]=4)[N:9]3[N:8]=2)[CH:11]=[N:12][CH:13]=1. The catalyst class is: 438.